This data is from Full USPTO retrosynthesis dataset with 1.9M reactions from patents (1976-2016). The task is: Predict the reactants needed to synthesize the given product. (1) Given the product [N:44]1[C:45]2[C:50](=[CH:49][CH:48]=[CH:47][CH:46]=2)[CH:51]=[CH:52][C:43]=1[N:41]1[CH2:40][CH:39]([O:38][C:37]2[C:28]([CH:11]3[CH2:16][CH2:15][N:14]([C:17]([O:19][CH2:20][C:21]4[CH:26]=[CH:25][CH:24]=[CH:23][CH:22]=4)=[O:18])[CH2:13][CH2:12]3)=[N:29][C:30]3[C:35]([N:36]=2)=[CH:34][CH:33]=[CH:32][CH:31]=3)[CH2:42]1, predict the reactants needed to synthesize it. The reactants are: C[Si](Cl)(C)C.BrCCBr.I[CH:11]1[CH2:16][CH2:15][N:14]([C:17]([O:19][CH2:20][C:21]2[CH:26]=[CH:25][CH:24]=[CH:23][CH:22]=2)=[O:18])[CH2:13][CH2:12]1.Cl[C:28]1[C:37]([O:38][CH:39]2[CH2:42][N:41]([C:43]3[CH:52]=[CH:51][C:50]4[C:45](=[CH:46][CH:47]=[CH:48][CH:49]=4)[N:44]=3)[CH2:40]2)=[N:36][C:35]2[C:30](=[CH:31][CH:32]=[CH:33][CH:34]=2)[N:29]=1. (2) Given the product [OH:16][C:3]1[C:2]([CH3:1])=[C:14]([CH3:15])[C:13]2[O:12][C:8]3([CH2:9][CH2:10][CH2:11]3)[CH2:7][CH2:6][C:5]=2[C:4]=1[CH:18]=[O:19], predict the reactants needed to synthesize it. The reactants are: [CH3:1][C:2]1[C:14]([CH3:15])=[C:13]2[C:5]([CH2:6][CH2:7][C:8]3([O:12]2)[CH2:11][CH2:10][CH2:9]3)=[CH:4][C:3]=1[OH:16].C[CH2:18][O:19]C(C)=O.